This data is from Reaction yield outcomes from USPTO patents with 853,638 reactions. The task is: Predict the reaction yield, written as a fraction of the theoretical maximum amount of product (1.0 means a 100% yield; for example, 0.34 means a 34% yield). (1) The reactants are [Cl:1][C:2]1[CH:3]=[C:4]([NH:9][C:10]2[C:19]3[C:14](=[CH:15][N:16]=[C:17](F)[CH:18]=3)[N:13]=[CH:12][C:11]=2[C:21]#[N:22])[CH:5]=[CH:6][C:7]=1[F:8].[CH2:23]1[CH2:27][O:26][CH2:25][CH2:24]1. No catalyst specified. The product is [Cl:1][C:2]1[CH:3]=[C:4]([NH:9][C:10]2[C:19]3[C:14](=[CH:15][N:16]=[C:17]([NH:9][C@H:4]([CH3:3])[C@@H:25]([OH:26])[C:24]4[CH:23]=[CH:27][CH:7]=[CH:6][CH:5]=4)[CH:18]=3)[N:13]=[CH:12][C:11]=2[C:21]#[N:22])[CH:5]=[CH:6][C:7]=1[F:8]. The yield is 0.187. (2) The reactants are [C:1]([O:4][C@@H:5]1[C@@H:10]([O:11][C:12](=[O:14])[CH3:13])[C@H:9]([O:15][C:16](=[O:18])[CH3:17])[C@@H:8](O/C(/C(OCC)=O)=C\C2C=CC=CC=2F)[O:7][C@H:6]1[CH2:34][O:35][C:36](=[O:38])[CH3:37])(=[O:3])[CH3:2].[F:39][C:40]([F:56])([F:55])[C:41]1[CH:42]=[C:43]([CH2:47][C:48](=[O:54])[C:49]([O:51][CH2:52][CH3:53])=[O:50])[CH:44]=[CH:45][CH:46]=1.[H-].[Na+].[Br-].C(O[C@@H]1[C@@H](OC(=O)C)[C@@H](OC(=O)C)[C@@H](COC(=O)C)O[C@@H]1O)(=O)C. No catalyst specified. The product is [C:1]([O:4][C@H:5]1[C@@H:10]([O:11][C:12](=[O:14])[CH3:13])[C@H:9]([O:15][C:16](=[O:18])[CH3:17])[C@@H:8]([O:54]/[C:48](/[C:49]([O:51][CH2:52][CH3:53])=[O:50])=[CH:47]\[C:43]2[CH:44]=[CH:45][CH:46]=[C:41]([C:40]([F:55])([F:56])[F:39])[CH:42]=2)[O:7][C@H:6]1[CH2:34][O:35][C:36](=[O:38])[CH3:37])(=[O:3])[CH3:2]. The yield is 0.220.